The task is: Predict the product of the given reaction.. This data is from Forward reaction prediction with 1.9M reactions from USPTO patents (1976-2016). (1) Given the reactants Cl[C:2]1[N:7]=[CH:6][C:5]2[N:8]=[C:9]([C@H:17]([O:19][CH:20]3[CH2:25][CH2:24][CH2:23][CH2:22][O:21]3)[CH3:18])[N:10]([C@@H:11]([CH3:16])[C:12]([F:15])([F:14])[F:13])[C:4]=2[CH:3]=1.[NH2:26][C:27]1[CH:32]=[CH:31][N:30]=[C:29]([N:33]2[CH2:38][CH2:37][C@@H:36]([OH:39])[C@@H:35]([F:40])[CH2:34]2)[N:28]=1.C1(P(C2CCCCC2)C2C=CC=CC=2C2C(C(C)C)=CC(C(C)C)=CC=2C(C)C)CCCCC1.C(=O)([O-])[O-].[Cs+].[Cs+], predict the reaction product. The product is: [F:40][C@@H:35]1[C@H:36]([OH:39])[CH2:37][CH2:38][N:33]([C:29]2[N:28]=[C:27]([NH:26][C:2]3[N:7]=[CH:6][C:5]4[N:8]=[C:9]([C@H:17]([O:19][CH:20]5[CH2:25][CH2:24][CH2:23][CH2:22][O:21]5)[CH3:18])[N:10]([C@@H:11]([CH3:16])[C:12]([F:15])([F:14])[F:13])[C:4]=4[CH:3]=3)[CH:32]=[CH:31][N:30]=2)[CH2:34]1. (2) Given the reactants [CH3:1][O:2][C:3]1[CH:15]=[C:14]([O:16][CH3:17])[CH:13]=[CH:12][C:4]=1[CH2:5][NH:6][C:7]1[S:8][CH:9]=[CH:10][N:11]=1.C[Si]([N-][Si](C)(C)C)(C)C.[Li+].[Cl:28][C:29]1[C:38]2[C:33](=[CH:34][C:35]([S:39](OC3C(F)=C(F)C(F)=C(F)C=3F)(=[O:41])=[O:40])=[CH:36][CH:37]=2)[CH:32]=[N:31][N:30]=1.C(=O)=O.CC(C)=O, predict the reaction product. The product is: [Cl:28][C:29]1[C:38]2[C:33](=[CH:34][C:35]([S:39]([N:6]([CH2:5][C:4]3[CH:12]=[CH:13][C:14]([O:16][CH3:17])=[CH:15][C:3]=3[O:2][CH3:1])[C:7]3[S:8][CH:9]=[CH:10][N:11]=3)(=[O:41])=[O:40])=[CH:36][CH:37]=2)[CH:32]=[N:31][N:30]=1. (3) Given the reactants F[C:2]1[N:7]=[C:6]([C:8]2[C:16]3[C:11](=[CH:12][CH:13]=[C:14]([C:17]4[S:21][C:20]([NH:22][CH2:23][C:24]5[CH:29]=[CH:28][C:27]([O:30][CH3:31])=[CH:26][CH:25]=5)=[N:19][N:18]=4)[CH:15]=3)[N:10]([S:32]([C:35]3[CH:41]=[CH:40][C:38]([CH3:39])=[CH:37][CH:36]=3)(=[O:34])=[O:33])[CH:9]=2)[CH:5]=[CH:4][CH:3]=1.[CH3:42][N:43]1[CH2:48][CH2:47]N[CH2:45][C:44]1=[O:49].[CH3:50]CN(CC)CC, predict the reaction product. The product is: [CH3:31][O:30][C:27]1[CH:28]=[CH:29][C:24]([CH2:23][NH:22][C:20]2[S:21][C:17]([C:14]3[CH:15]=[C:16]4[C:11](=[CH:12][CH:13]=3)[N:10]([S:32]([C:35]3[CH:41]=[CH:40][C:38]([CH3:39])=[CH:37][CH:36]=3)(=[O:34])=[O:33])[CH:9]=[C:8]4[C:6]3[N:7]=[C:2]([CH:50]4[CH2:47][CH2:48][N:43]([CH3:42])[C:44](=[O:49])[CH2:45]4)[CH:3]=[CH:4][CH:5]=3)=[N:18][N:19]=2)=[CH:25][CH:26]=1.